This data is from Merck oncology drug combination screen with 23,052 pairs across 39 cell lines. The task is: Regression. Given two drug SMILES strings and cell line genomic features, predict the synergy score measuring deviation from expected non-interaction effect. (1) Drug 1: O=S1(=O)NC2(CN1CC(F)(F)F)C1CCC2Cc2cc(C=CCN3CCC(C(F)(F)F)CC3)ccc2C1. Drug 2: O=C(O)C1(Cc2cccc(Nc3nccs3)n2)CCC(Oc2cccc(Cl)c2F)CC1. Cell line: PA1. Synergy scores: synergy=15.9. (2) Drug 1: O=C(O)C1(Cc2cccc(Nc3nccs3)n2)CCC(Oc2cccc(Cl)c2F)CC1. Drug 2: NC1CCCCC1N.O=C(O)C(=O)O.[Pt+2]. Cell line: OV90. Synergy scores: synergy=-10.8. (3) Drug 1: CS(=O)(=O)CCNCc1ccc(-c2ccc3ncnc(Nc4ccc(OCc5cccc(F)c5)c(Cl)c4)c3c2)o1. Drug 2: O=C(NOCC(O)CO)c1ccc(F)c(F)c1Nc1ccc(I)cc1F. Cell line: NCIH520. Synergy scores: synergy=-2.67.